Dataset: Reaction yield outcomes from USPTO patents with 853,638 reactions. Task: Predict the reaction yield, written as a fraction of the theoretical maximum amount of product (1.0 means a 100% yield; for example, 0.34 means a 34% yield). The reactants are [Cl:1][C:2]1[CH:7]=[C:6]([OH:8])[C:5]([F:9])=[CH:4][C:3]=1[NH:10][C:11]([C:13]1[C:14](=[O:26])[N:15]([C:20]2[CH:25]=[CH:24][CH:23]=[CH:22][CH:21]=2)[N:16]([CH3:19])[C:17]=1[CH3:18])=[O:12].CC([O-])(C)C.[K+].Cl[C:34]1[CH:39]=[CH:38][N:37]=[C:36]([C:40]([NH2:42])=[O:41])[CH:35]=1.O. The catalyst is CN(C=O)C. The product is [Cl:1][C:2]1[C:3]([NH:10][C:11]([C:13]2[C:14](=[O:26])[N:15]([C:20]3[CH:21]=[CH:22][CH:23]=[CH:24][CH:25]=3)[N:16]([CH3:19])[C:17]=2[CH3:18])=[O:12])=[CH:4][C:5]([F:9])=[C:6]([CH:7]=1)[O:8][C:34]1[CH:39]=[CH:38][N:37]=[C:36]([C:40]([NH2:42])=[O:41])[CH:35]=1. The yield is 0.605.